This data is from Forward reaction prediction with 1.9M reactions from USPTO patents (1976-2016). The task is: Predict the product of the given reaction. (1) Given the reactants Br[C:2]1[CH:25]=[CH:24][C:5]([CH2:6][N:7]2[CH:12]=[C:11]3[N:13]=[C:14]([C:16]4[CH:21]=[CH:20][CH:19]=[C:18]([F:22])[C:17]=4[F:23])[N:15]=[C:10]3[CH:9]=[N:8]2)=[CH:4][C:3]=1[N+:26]([O-:28])=[O:27].[CH3:29][O:30][C:31]1[CH:36]=[CH:35][C:34](B(O)O)=[C:33]([C:40]([F:43])([F:42])[F:41])[CH:32]=1, predict the reaction product. The product is: [F:23][C:17]1[C:18]([F:22])=[CH:19][CH:20]=[CH:21][C:16]=1[C:14]1[N:15]=[C:10]2[CH:9]=[N:8][N:7]([CH2:6][C:5]3[CH:24]=[CH:25][C:2]([C:34]4[CH:35]=[CH:36][C:31]([O:30][CH3:29])=[CH:32][C:33]=4[C:40]([F:41])([F:42])[F:43])=[C:3]([N+:26]([O-:28])=[O:27])[CH:4]=3)[CH:12]=[C:11]2[N:13]=1. (2) Given the reactants [C:1]([O:5][C:6]([N:8]1[CH2:13][C@@H:12]2[C@@H:10]([CH2:11]2)[C@H:9]1[CH2:14][NH2:15])=[O:7])([CH3:4])([CH3:3])[CH3:2].Cl[C:17]1[CH:26]=[N:25][C:24]2[C:19](=[CH:20][C:21]([F:28])=[C:22]([F:27])[CH:23]=2)[N:18]=1, predict the reaction product. The product is: [C:1]([O:5][C:6]([N:8]1[CH2:13][C@@H:12]2[C@@H:10]([CH2:11]2)[C@H:9]1[CH2:14][NH:15][C:26]1[CH:17]=[N:18][C:19]2[C:24](=[CH:23][C:22]([F:27])=[C:21]([F:28])[CH:20]=2)[N:25]=1)=[O:7])([CH3:4])([CH3:3])[CH3:2]. (3) Given the reactants C[O:2][CH:3]1[O:9][C@H:8](C)[C@@H:6]([OH:7])[C@H:4]1O.[C:11]([O-:14])(=[O:13])[CH3:12].[Na+].[C:16]([O:19][C:20](=O)[CH3:21])(=[O:18])[CH3:17].N1C=CC=C[CH:24]=1.S(=O)(=O)(O)O.C(=O)(O)[O-].[Na+], predict the reaction product. The product is: [C:11]([O:14][CH:6]1[O:7][C@H:21]([CH3:24])[C@@H:20]([O:19][C:16](=[O:18])[CH3:17])[C@H:8]1[O:9][C:3](=[O:2])[CH3:4])(=[O:13])[CH3:12]. (4) Given the reactants C(C1(NC([C@@H]2C[C@@H](S(C3C=CC=CC=3C(F)(F)F)(=O)=O)CN2C2N(C3C=CC=CC=3)N=C(C)C=2)=O)CC1)#N.[CH3:39][O:40][C:41]([C@H:43]1[CH2:47][C@@H:46]([S:48]([C:51]2[CH:56]=[CH:55][CH:54]=[CH:53][C:52]=2[C:57]([F:60])([F:59])[F:58])(=[O:50])=[O:49])[CH2:45][N:44]1[C:61](=O)[CH2:62][C:63](=O)[CH3:64])=[O:42].COC1C=CC(P2(SP(C3C=CC(OC)=CC=3)(=S)S2)=S)=CC=1.CC1C=CC(S(O)(=O)=O)=CC=1.[CH3:100][CH:101]([CH3:105])[CH2:102][NH:103][NH2:104].COC([C@H]1C[C@@H](S(C2C=CC=CC=2C(F)(F)F)(=O)=O)CN1C1N(CC(C)C)N=C(C)C=1)=O, predict the reaction product. The product is: [CH3:39][O:40][C:41]([C@@H:43]1[CH2:47][C@@H:46]([S:48]([C:51]2[CH:56]=[CH:55][CH:54]=[CH:53][C:52]=2[C:57]([F:60])([F:59])[F:58])(=[O:50])=[O:49])[CH2:45][N:44]1[C:61]1[N:103]([CH2:102][CH:101]([CH3:105])[CH3:100])[N:104]=[C:63]([CH3:64])[CH:62]=1)=[O:42]. (5) Given the reactants [OH:1][CH2:2][CH2:3][C:4]1[CH:9]=[CH:8][CH:7]=[CH:6][N:5]=1.O[C:11]1[CH:12]=[C:13]([CH:19]=[CH:20][CH:21]=1)[C:14]([O:16]CC)=[O:15], predict the reaction product. The product is: [N:5]1[CH:6]=[CH:7][CH:8]=[CH:9][C:4]=1[CH2:3][CH2:2][O:1][C:11]1[CH:12]=[C:13]([CH:19]=[CH:20][CH:21]=1)[C:14]([OH:16])=[O:15]. (6) Given the reactants [CH3:1][C:2]1(C)OC(=O)[CH:5]([C:9](=[O:20])[CH2:10][C:11]2[CH:16]=[C:15]([F:17])[C:14]([F:18])=[CH:13][C:12]=2[F:19])[C:4](=[O:21])[O:3]1, predict the reaction product. The product is: [CH2:2]([O:3][C:4](=[O:21])[CH2:5][C:9](=[O:20])[CH2:10][C:11]1[CH:16]=[C:15]([F:17])[C:14]([F:18])=[CH:13][C:12]=1[F:19])[CH3:1]. (7) The product is: [C:9]1([C@@H:7]2[CH2:8][C@H:6]2[NH:5][CH2:15][CH:16]2[CH2:21][CH2:20][N:19]([CH2:22][CH2:23][OH:24])[CH2:18][CH2:17]2)[CH:10]=[CH:11][CH:12]=[CH:13][CH:14]=1. Given the reactants FC(F)(F)C([N:5]([CH2:15][CH:16]1[CH2:21][CH2:20][N:19]([CH2:22][CH2:23][OH:24])[CH2:18][CH2:17]1)[C@@H:6]1[CH2:8][C@H:7]1[C:9]1[CH:14]=[CH:13][CH:12]=[CH:11][CH:10]=1)=O.[OH-].[Na+].C(OCC)(=O)C, predict the reaction product. (8) Given the reactants [C:1]1([NH:7][S:8]([C:11]2[CH:16]=[CH:15][C:14](Br)=[CH:13][CH:12]=2)(=[O:10])=[O:9])[CH:6]=[CH:5][CH:4]=[CH:3][CH:2]=1.C([O-])(=O)C.[K+].[CH3:23][O:24][C:25]1[CH:30]=[CH:29][N:28]=[C:27]([CH2:31][CH2:32][C:33]2[NH:42][C:36]3=[N:37][CH:38]=[C:39](I)[CH:40]=[C:35]3[N:34]=2)[CH:26]=1.C(=O)([O-])[O-].[K+].[K+].[Cl-].[Li+], predict the reaction product. The product is: [CH3:23][O:24][C:25]1[CH:30]=[CH:29][N:28]=[C:27]([CH2:31][CH2:32][C:33]2[NH:42][C:36]3=[N:37][CH:38]=[C:39]([C:14]4[CH:15]=[CH:16][C:11]([S:8]([NH:7][C:1]5[CH:6]=[CH:5][CH:4]=[CH:3][CH:2]=5)(=[O:10])=[O:9])=[CH:12][CH:13]=4)[CH:40]=[C:35]3[N:34]=2)[CH:26]=1. (9) Given the reactants [CH:1]1[C:6]([S:7][S:8][C:9]2[CH:14]=[CH:13][C:12]([N+:15]([O-:17])=[O:16])=[C:11]([C:18]([OH:20])=[O:19])[CH:10]=2)=[CH:5][C:4]([C:21]([OH:23])=[O:22])=[C:3]([N+:24]([O-:26])=[O:25])[CH:2]=1.[C:27]([O-:30])(=[O:29])[CH3:28].[Na+].[CH2:32]([OH:39])[C:33]([NH2:38])([CH2:36][OH:37])[CH2:34][OH:35].[OH2:40], predict the reaction product. The product is: [CH:1]1[C:6]([S:7][S:8][C:9]2[CH:14]=[CH:13][C:12]([N+:15]([O-:17])=[O:16])=[C:11]([C:18]([OH:20])=[O:19])[CH:10]=2)=[CH:5][C:4]([C:21]([OH:23])=[O:22])=[C:3]([N+:24]([O-:26])=[O:25])[CH:2]=1.[CH2:32]([OH:39])[C:33]([NH2:38])([CH2:36][OH:37])[CH2:34][OH:35].[C:33]([NH:38][C@H:28]([C:27]([OH:30])=[O:29])[CH2:6][SH:7])(=[O:40])[CH3:36]. (10) Given the reactants [NH2:1][C:2]1[C:3]2[C:10](I)=[CH:9][N:8]([C@H:12]3[CH2:16][CH2:15][N:14]([C:17]([O:19][C:20]([CH3:23])([CH3:22])[CH3:21])=[O:18])[CH2:13]3)[C:4]=2[N:5]=[CH:6][N:7]=1.[C:24]([C:26]1[CH:31]=[C:30]([O:32][CH3:33])[CH:29]=[C:28]([O:34][CH3:35])[CH:27]=1)#[CH:25].C(N(CC)CC)C.C(OCC)(=O)C, predict the reaction product. The product is: [NH2:1][C:2]1[C:3]2[C:10]([C:25]#[C:24][C:26]3[CH:27]=[C:28]([O:34][CH3:35])[CH:29]=[C:30]([O:32][CH3:33])[CH:31]=3)=[CH:9][N:8]([C@H:12]3[CH2:16][CH2:15][N:14]([C:17]([O:19][C:20]([CH3:23])([CH3:22])[CH3:21])=[O:18])[CH2:13]3)[C:4]=2[N:5]=[CH:6][N:7]=1.